The task is: Predict which catalyst facilitates the given reaction.. This data is from Catalyst prediction with 721,799 reactions and 888 catalyst types from USPTO. (1) Reactant: [H-].[Na+].[CH3:3][C:4]1[C:12]2[C:7](=[CH:8][CH:9]=[CH:10][CH:11]=2)[NH:6][CH:5]=1.I[CH3:14]. Product: [CH3:14][N:6]1[C:7]2[C:12](=[CH:11][CH:10]=[CH:9][CH:8]=2)[C:4]([CH3:3])=[CH:5]1. The catalyst class is: 3. (2) Reactant: [ClH:1].[CH:2]1([NH:5][CH2:6][CH2:7][NH:8][C:9]([N:11]2[CH2:16][CH2:15][N:14]3[C:17](=[O:32])[O:18][C:19]([C:26]4[CH:31]=[CH:30][CH:29]=[CH:28][CH:27]=4)([C:20]4[CH:25]=[CH:24][CH:23]=[CH:22][CH:21]=4)[CH:13]3[CH2:12]2)=[O:10])[CH2:4][CH2:3]1.[CH2:33](N(CC)CC)[CH3:34].C(=O)C.C(O[BH-](OC(=O)C)OC(=O)C)(=O)C.[Na+]. Product: [ClH:1].[CH:2]1([N:5]([CH2:33][CH3:34])[CH2:6][CH2:7][NH:8][C:9]([N:11]2[CH2:16][CH2:15][N:14]3[C:17](=[O:32])[O:18][C:19]([C:20]4[CH:21]=[CH:22][CH:23]=[CH:24][CH:25]=4)([C:26]4[CH:31]=[CH:30][CH:29]=[CH:28][CH:27]=4)[CH:13]3[CH2:12]2)=[O:10])[CH2:4][CH2:3]1. The catalyst class is: 325.